This data is from Catalyst prediction with 721,799 reactions and 888 catalyst types from USPTO. The task is: Predict which catalyst facilitates the given reaction. Reactant: [CH2:1]([C@@:5]1([CH2:28][CH3:29])[NH:11][C@H:10]([C:12]2[CH:17]=[CH:16][CH:15]=[CH:14][CH:13]=2)[C:9]2[CH:18]=[C:19]([O:24][CH3:25])[C:20]([C:22]#[N:23])=[CH:21][C:8]=2[S:7](=[O:27])(=[O:26])[CH2:6]1)[CH2:2][CH2:3][CH3:4].[OH:30]O.O. Product: [CH2:1]([C@@:5]1([CH2:28][CH3:29])[NH:11][C@H:10]([C:12]2[CH:13]=[CH:14][CH:15]=[CH:16][CH:17]=2)[C:9]2[CH:18]=[C:19]([O:24][CH3:25])[C:20]([C:22]([NH2:23])=[O:30])=[CH:21][C:8]=2[S:7](=[O:26])(=[O:27])[CH2:6]1)[CH2:2][CH2:3][CH3:4]. The catalyst class is: 16.